This data is from Full USPTO retrosynthesis dataset with 1.9M reactions from patents (1976-2016). The task is: Predict the reactants needed to synthesize the given product. (1) Given the product [C:1]([O:5][C:6]([N:8]1[CH2:16][C:15]2[C:10](=[CH:11][CH:12]=[C:13]([N:32]3[CH2:36][CH2:35][CH2:34][C:33]3=[O:37])[CH:14]=2)[CH2:9]1)=[O:7])([CH3:4])([CH3:3])[CH3:2], predict the reactants needed to synthesize it. The reactants are: [C:1]([O:5][C:6]([N:8]1[CH2:16][C:15]2[C:10](=[CH:11][CH:12]=[C:13](I)[CH:14]=2)[CH2:9]1)=[O:7])([CH3:4])([CH3:3])[CH3:2].C(=O)([O-])[O-].[K+].[K+].N[C@@H]1CCCC[C@H]1N.[NH:32]1[CH2:36][CH2:35][CH2:34][C:33]1=[O:37]. (2) Given the product [ClH:46].[CH:1]1([CH2:4][O:5][C:6]2[CH:11]=[CH:10][CH:9]=[C:8]([OH:12])[C:7]=2[C:22]2[CH:23]=[C:24]([C@@H:33]3[CH2:38][CH2:37][CH2:36][NH:35][CH2:34]3)[C:25]3[CH2:30][O:29][C:28](=[O:31])[NH:27][C:26]=3[N:32]=2)[CH2:2][CH2:3]1, predict the reactants needed to synthesize it. The reactants are: [CH:1]1([CH2:4][O:5][C:6]2[CH:11]=[CH:10][CH:9]=[C:8]([O:12]CC3C=CC(OC)=CC=3)[C:7]=2[C:22]2[CH:23]=[C:24]([C@@H:33]3[CH2:38][CH2:37][CH2:36][N:35](C(OC(C)(C)C)=O)[CH2:34]3)[C:25]3[CH2:30][O:29][C:28](=[O:31])[NH:27][C:26]=3[N:32]=2)[CH2:3][CH2:2]1.[ClH:46].